Dataset: Peptide-MHC class I binding affinity with 185,985 pairs from IEDB/IMGT. Task: Regression. Given a peptide amino acid sequence and an MHC pseudo amino acid sequence, predict their binding affinity value. This is MHC class I binding data. (1) The peptide sequence is VVKLTAVCMK. The MHC is HLA-A68:01 with pseudo-sequence HLA-A68:01. The binding affinity (normalized) is 0.392. (2) The peptide sequence is KNWMTQTLL. The MHC is HLA-A02:03 with pseudo-sequence HLA-A02:03. The binding affinity (normalized) is 0.138. (3) The binding affinity (normalized) is 0.0847. The MHC is HLA-A02:16 with pseudo-sequence HLA-A02:16. The peptide sequence is AETESATLF. (4) The peptide sequence is EAFPQSNAV. The MHC is HLA-A68:02 with pseudo-sequence HLA-A68:02. The binding affinity (normalized) is 1.00. (5) The peptide sequence is TQMRTPLHK. The MHC is HLA-A33:01 with pseudo-sequence HLA-A33:01. The binding affinity (normalized) is 0. (6) The peptide sequence is LYLYALIYF. The MHC is HLA-A24:02 with pseudo-sequence HLA-A24:02. The binding affinity (normalized) is 0.999.